From a dataset of Forward reaction prediction with 1.9M reactions from USPTO patents (1976-2016). Predict the product of the given reaction. (1) Given the reactants [CH:1]1([C:4](Cl)=[O:5])[CH2:3][CH2:2]1.C[O:8][C:9]([C:11]1[CH:12]=[C:13]([CH3:35])[C:14]2[O:20][C:19]3[C:21]([Cl:31])=[CH:22][C:23]([N:25]4[CH2:30][CH2:29][NH:28][CH2:27][CH2:26]4)=[CH:24][C:18]=3[CH2:17][S:16](=[O:33])(=[O:32])[C:15]=2[CH:34]=1)=[O:10], predict the reaction product. The product is: [Cl:31][C:21]1[C:19]2[O:20][C:14]3[C:13]([CH3:35])=[CH:12][C:11]([C:9]([OH:10])=[O:8])=[CH:34][C:15]=3[S:16](=[O:32])(=[O:33])[CH2:17][C:18]=2[CH:24]=[C:23]([N:25]2[CH2:26][CH2:27][N:28]([C:4]([CH:1]3[CH2:3][CH2:2]3)=[O:5])[CH2:29][CH2:30]2)[CH:22]=1. (2) Given the reactants Cl[C:2]1[NH:3][C:4]([NH:11][C:12]2[CH:22]=[CH:21][C:15]([C:16]([O:18][CH2:19][CH3:20])=[O:17])=[CH:14][CH:13]=2)=[C:5]2[C:9]([N:10]=1)=[N:8][CH:7]=[N:6]2.[N+:23]([C:26]1[CH:27]=[C:28]([CH:30]=[CH:31][CH:32]=1)[NH2:29])([O-:25])=[O:24], predict the reaction product. The product is: [N+:23]([C:26]1[CH:27]=[C:28]([NH:29][C:2]2[N:10]=[C:9]3[C:5]([N:6]=[CH:7][NH:8]3)=[C:4]([NH:11][C:12]3[CH:22]=[CH:21][C:15]([C:16]([O:18][CH2:19][CH3:20])=[O:17])=[CH:14][CH:13]=3)[N:3]=2)[CH:30]=[CH:31][CH:32]=1)([O-:25])=[O:24]. (3) Given the reactants [S:1](Cl)(=[O:4])(=[O:3])[NH2:2].[NH2:6][C:7]1[CH:8]=[C:9]([C:13]2[N:14]=[CH:15][N:16]([C:18]([N:20]([CH3:27])[CH:21]3[CH2:26][CH2:25][O:24][CH2:23][CH2:22]3)=[O:19])[CH:17]=2)[CH:10]=[CH:11][CH:12]=1.C(N(CC)CC)C.O, predict the reaction product. The product is: [CH3:27][N:20]([CH:21]1[CH2:26][CH2:25][O:24][CH2:23][CH2:22]1)[C:18]([N:16]1[CH:17]=[C:13]([C:9]2[CH:10]=[CH:11][CH:12]=[C:7]([NH:6][S:1](=[O:4])(=[O:3])[NH2:2])[CH:8]=2)[N:14]=[CH:15]1)=[O:19]. (4) Given the reactants N1CCCCC1.O[CH:8]=[C:9]([CH3:13])[C:10](=O)[CH3:11].[Na].[C:15]([CH2:17][C:18]([NH2:20])=[O:19])#[N:16], predict the reaction product. The product is: [OH:19][C:18]1[N:20]=[C:10]([CH3:11])[C:9]([CH3:13])=[CH:8][C:17]=1[C:15]#[N:16]. (5) Given the reactants [OH:1][CH2:2][C@H:3]1[NH:8][CH2:7][CH2:6][N:5]([C:9]([O:11][C:12]([CH3:15])([CH3:14])[CH3:13])=[O:10])[CH2:4]1.[CH:16](=O)[C:17]1[CH:22]=[CH:21][CH:20]=[CH:19][CH:18]=1.C(O[BH-](OC(=O)C)OC(=O)C)(=O)C.[Na+].C(=O)([O-])O.[Na+], predict the reaction product. The product is: [CH2:16]([N:8]1[CH2:7][CH2:6][N:5]([C:9]([O:11][C:12]([CH3:15])([CH3:14])[CH3:13])=[O:10])[CH2:4][C@H:3]1[CH2:2][OH:1])[C:17]1[CH:22]=[CH:21][CH:20]=[CH:19][CH:18]=1. (6) Given the reactants [N:1]1([C:6]2[N:11]=[CH:10][C:9]([C:12](=[O:28])[CH2:13][C:14]([C:20]3[CH:25]=[C:24]([Cl:26])[CH:23]=[C:22]([Cl:27])[CH:21]=3)(O)[C:15]([F:18])([F:17])[F:16])=[CH:8][CH:7]=2)[CH:5]=[N:4][CH:3]=[N:2]1.S(Cl)(Cl)=O.N1C=CC=CC=1, predict the reaction product. The product is: [N:1]1([C:6]2[N:11]=[CH:10][C:9]([C:12](=[O:28])[CH:13]=[C:14]([C:20]3[CH:25]=[C:24]([Cl:26])[CH:23]=[C:22]([Cl:27])[CH:21]=3)[C:15]([F:18])([F:16])[F:17])=[CH:8][CH:7]=2)[CH:5]=[N:4][CH:3]=[N:2]1.